Dataset: Drug-induced liver injury (DILI) classification data. Task: Regression/Classification. Given a drug SMILES string, predict its toxicity properties. Task type varies by dataset: regression for continuous values (e.g., LD50, hERG inhibition percentage) or binary classification for toxic/non-toxic outcomes (e.g., AMES mutagenicity, cardiotoxicity, hepatotoxicity). Dataset: dili. The compound is CNC1C(O)C(NC)C2OC3(O)C(=O)CC(C)OC3OC2C1O. The result is 0 (no liver injury).